From a dataset of Peptide-MHC class II binding affinity with 134,281 pairs from IEDB. Regression. Given a peptide amino acid sequence and an MHC pseudo amino acid sequence, predict their binding affinity value. This is MHC class II binding data. (1) The peptide sequence is CGSLIGMTNRATWAS. The MHC is DRB1_0701 with pseudo-sequence DRB1_0701. The binding affinity (normalized) is 0.520. (2) The peptide sequence is AFQFYFELLLFDYPT. The MHC is DRB1_0701 with pseudo-sequence DRB1_0701. The binding affinity (normalized) is 0.168. (3) The peptide sequence is KIVSLIKNLLVALKD. The MHC is DRB1_1501 with pseudo-sequence DRB1_1501. The binding affinity (normalized) is 1.00. (4) The peptide sequence is IAAMMTSPLSVASMT. The MHC is DRB1_0802 with pseudo-sequence DRB1_0802. The binding affinity (normalized) is 0.530. (5) The peptide sequence is MTLKGTSYKICTDKM. The MHC is DRB1_1301 with pseudo-sequence DRB1_1301. The binding affinity (normalized) is 0.580.